This data is from Forward reaction prediction with 1.9M reactions from USPTO patents (1976-2016). The task is: Predict the product of the given reaction. (1) Given the reactants [Br:1][C:2]1[CH:3]=[C:4]2[O:10]C(=O)[NH:8][C:5]2=[N:6][CH:7]=1.[OH-].[Na+].Cl, predict the reaction product. The product is: [NH2:8][C:5]1[C:4]([OH:10])=[CH:3][C:2]([Br:1])=[CH:7][N:6]=1. (2) Given the reactants [F:1][C:2]1[CH:3]=[CH:4][C:5]2[O:9][C:8]([CH:10]=[O:11])=[CH:7][C:6]=2[CH:12]=1.[BH4-].[Na+], predict the reaction product. The product is: [F:1][C:2]1[CH:3]=[CH:4][C:5]2[O:9][C:8]([CH2:10][OH:11])=[CH:7][C:6]=2[CH:12]=1. (3) Given the reactants CCN(C(C)C)C(C)C.FC(F)(F)C(OC(=O)C(F)(F)F)=O.[C:23]([CH2:26][C:27]1[CH:28]=[C:29]([CH:33]=[CH:34][C:35]=1[NH:36][C:37]1[C:38]2[CH2:51][CH2:50][CH2:49][C:39]=2[N:40]=[C:41]([C:43]2[S:44][C:45]([Cl:48])=[CH:46][CH:47]=2)[N:42]=1)[C:30]([OH:32])=[O:31])([OH:25])=O.O, predict the reaction product. The product is: [Cl:48][C:45]1[S:44][C:43]([C:41]2[N:42]=[C:37]([N:36]3[C:35]4[C:27](=[CH:28][C:29]([C:30]([OH:32])=[O:31])=[CH:33][CH:34]=4)[CH2:26][C:23]3=[O:25])[C:38]3[CH2:51][CH2:50][CH2:49][C:39]=3[N:40]=2)=[CH:47][CH:46]=1. (4) Given the reactants [CH3:1][C:2]([O:5][C:6]([NH:8][CH:9]1[CH:13]([OH:14])[CH2:12][C:11]2([CH2:19][CH2:18][N:17](C(OCC3C=CC=CC=3)=O)[CH2:16][CH2:15]2)[CH2:10]1)=[O:7])([CH3:4])[CH3:3], predict the reaction product. The product is: [OH:14][CH:13]1[CH2:12][C:11]2([CH2:19][CH2:18][NH:17][CH2:16][CH2:15]2)[CH2:10][CH:9]1[NH:8][C:6](=[O:7])[O:5][C:2]([CH3:3])([CH3:1])[CH3:4]. (5) Given the reactants O[C@H:2]1[C:6]2N=CN=[C:10](N3CCN(C(OC(C)(C)C)=O)CC3)[C:5]=2[C@H:4]([CH3:24])[CH2:3]1.Cl.CN1CCOCC1.C(OC(N(C(C)C)C[C@H](C1C=CC(Cl)=CC=1)C(O)=O)=O)(C)(C)C.[CH3:56][O:57][CH:58]1[CH2:62][CH2:61][CH2:60][CH2:59]1.[OH-].[Na+], predict the reaction product. The product is: [CH3:56][O:57][CH:58]1[CH2:62][CH2:61][CH2:60][CH2:59]1.[CH3:24][CH2:4][CH2:3][CH2:2][CH2:6][CH2:5][CH3:10]. (6) Given the reactants [CH3:1][S:2](Cl)(=[O:4])=[O:3].[C:6]([O:10][C:11](=[O:32])[NH:12][C:13]1[S:14][CH2:15][C@@H:16]2[CH2:22][C@H:21]([CH2:23][OH:24])[O:20][CH2:19][C@:17]2([C:25]2[CH:30]=[CH:29][CH:28]=[CH:27][C:26]=2[F:31])[N:18]=1)([CH3:9])([CH3:8])[CH3:7].C(N(CC)CC)C.C(=O)(O)[O-].[Na+], predict the reaction product. The product is: [CH3:1][S:2]([O:24][CH2:23][C@@H:21]1[O:20][CH2:19][C@:17]2([C:25]3[CH:30]=[CH:29][CH:28]=[CH:27][C:26]=3[F:31])[N:18]=[C:13]([NH:12][C:11]([O:10][C:6]([CH3:9])([CH3:7])[CH3:8])=[O:32])[S:14][CH2:15][C@@H:16]2[CH2:22]1)(=[O:4])=[O:3].